This data is from Full USPTO retrosynthesis dataset with 1.9M reactions from patents (1976-2016). The task is: Predict the reactants needed to synthesize the given product. (1) Given the product [Br:1][C:2]1[C:3]([S:8]([CH:11]2[CH2:13][CH2:12]2)(=[O:10])=[O:9])=[N:4][CH:5]=[CH:6][CH:7]=1, predict the reactants needed to synthesize it. The reactants are: [Br:1][C:2]1[C:3]([S:8]([CH2:11][CH2:12][CH2:13]Cl)(=[O:10])=[O:9])=[N:4][CH:5]=[CH:6][CH:7]=1.CC([O-])(C)C.[K+]. (2) Given the product [CH3:1][C:2]1[C:9]([CH3:10])=[CH:8][CH:7]=[CH:6][C:3]=1[CH2:4][NH:14][CH:11]1[CH2:13][CH2:12]1, predict the reactants needed to synthesize it. The reactants are: [CH3:1][C:2]1[C:9]([CH3:10])=[CH:8][CH:7]=[CH:6][C:3]=1[CH:4]=O.[CH:11]1([NH2:14])[CH2:13][CH2:12]1.C(=O)(O)[O-].[Na+].[BH4-].[Na+].